From a dataset of Retrosynthesis with 50K atom-mapped reactions and 10 reaction types from USPTO. Predict the reactants needed to synthesize the given product. (1) Given the product CCCC[C@]1(CC)CS(=O)(=O)c2cc(C(=O)O)c(OC)cc2[C@@H](c2ccccc2)N1, predict the reactants needed to synthesize it. The reactants are: CCCC[C@]1(CC)CS(=O)(=O)c2cc(C(=O)OC)c(OC)cc2[C@@H](c2ccccc2)N1. (2) The reactants are: COC(=O)[C@@H]1[C@@H]2C[C@@H](OC(C)=O)[C@@H]([C@H]2I)N1[C@H](C)c1ccccc1. Given the product COC(=O)[C@@H]1[C@@H]2C[C@@H](OC(C)=O)[C@@H](C2)N1[C@H](C)c1ccccc1, predict the reactants needed to synthesize it. (3) Given the product CC(C)(C)OC(=O)N1CCC[C@@]1(Cc1ccc(Br)cc1)C(=O)O, predict the reactants needed to synthesize it. The reactants are: CCOC(=O)[C@]1(Cc2ccc(Br)cc2)CCCN1C(=O)OC(C)(C)C.